This data is from Full USPTO retrosynthesis dataset with 1.9M reactions from patents (1976-2016). The task is: Predict the reactants needed to synthesize the given product. (1) Given the product [Cl:43][C:44]1[C:45]([CH3:51])=[C:46]([NH:47][C:13]([C:12]2[C:6]3[N:5]=[C:4]([CH2:3][O:2][CH3:1])[NH:8][C:7]=3[CH:9]=[C:10]([N+:16]([O-:18])=[O:17])[CH:11]=2)=[O:15])[CH:48]=[CH:49][CH:50]=1, predict the reactants needed to synthesize it. The reactants are: [CH3:1][O:2][CH2:3][C:4]1[NH:8][C:7]2[CH:9]=[C:10]([N+:16]([O-:18])=[O:17])[CH:11]=[C:12]([C:13]([OH:15])=O)[C:6]=2[N:5]=1.CN(C(ON1N=NC2C=CC=CC1=2)=[N+](C)C)C.F[P-](F)(F)(F)(F)F.[Cl:43][C:44]1[C:45]([CH3:51])=[C:46]([CH:48]=[CH:49][CH:50]=1)[NH2:47].C(=O)(O)[O-].[Na+]. (2) Given the product [Cl:1][CH2:2][C:3]1[CH:8]=[CH:7][N:6]=[C:5]([N:9]([OH:19])[CH:10]=[NH:11])[CH:4]=1, predict the reactants needed to synthesize it. The reactants are: [Cl:1][CH2:2][C:3]1[CH:8]=[CH:7][N:6]=[C:5]([NH2:9])[CH:4]=1.[CH3:10][N:11](C(OC)OC)C.N[OH:19].Cl.